From a dataset of Full USPTO retrosynthesis dataset with 1.9M reactions from patents (1976-2016). Predict the reactants needed to synthesize the given product. (1) Given the product [ClH:1].[ClH:1].[NH2:19][CH:20]1[CH2:25][CH2:24][CH:23]([NH:26][C:2]2[N:10]=[C:9]3[C:5]([N:6]=[CH:7][N:8]3[CH:11]([CH3:14])[CH2:12][CH3:13])=[C:4]([NH:15][CH2:16][CH2:17][CH3:18])[N:3]=2)[CH2:22][CH2:21]1, predict the reactants needed to synthesize it. The reactants are: [Cl:1][C:2]1[N:10]=[C:9]2[C:5]([N:6]=[CH:7][N:8]2[CH:11]([CH3:14])[CH2:12][CH3:13])=[C:4]([NH:15][CH2:16][CH2:17][CH3:18])[N:3]=1.[NH2:19][C@H:20]1[CH2:25][CH2:24][C@H:23]([NH2:26])[CH2:22][CH2:21]1. (2) Given the product [CH2:32]([O:31][C:28]1[CH:29]=[CH:30][C:25]([CH2:24][CH:16]([NH:15][C:12](=[O:14])[CH:5]([NH:4][CH:1]([CH3:2])[CH3:3])[CH2:6][C:7]2[N:11]=[CH:10][NH:9][CH:8]=2)[C:17](=[O:18])[NH:19][C:20]([CH3:21])([CH3:22])[CH3:23])=[CH:26][CH:27]=1)[C:33]1[CH:38]=[CH:37][CH:36]=[CH:35][CH:34]=1, predict the reactants needed to synthesize it. The reactants are: [CH:1]([NH:4][C@H:5]([C:12]([OH:14])=O)[CH2:6][C:7]1[N:11]=[CH:10][NH:9][CH:8]=1)([CH3:3])[CH3:2].[NH2:15][C@@H:16]([CH2:24][C:25]1[CH:30]=[CH:29][C:28]([O:31][CH2:32][C:33]2[CH:38]=[CH:37][CH:36]=[CH:35][CH:34]=2)=[CH:27][CH:26]=1)[C:17]([NH:19][C:20]([CH3:23])([CH3:22])[CH3:21])=[O:18].C[O-].C([N+](C)(C)C)C1C=CC=CC=1.CN(C(ON1N=NC2C=CC=CC1=2)=[N+](C)C)C.F[P-](F)(F)(F)(F)F. (3) Given the product [C:21]1([NH:20][C:4]([C:6]2[CH:11]=[C:10]([C:12]3[CH:13]=[N:14][CH:15]=[C:16]([F:18])[CH:17]=3)[CH:9]=[C:8]([CH3:19])[N:7]=2)=[O:5])[CH:26]=[CH:25][CH:24]=[CH:23][CH:22]=1, predict the reactants needed to synthesize it. The reactants are: C(O[C:4]([C:6]1[CH:11]=[C:10]([C:12]2[CH:13]=[N:14][CH:15]=[C:16]([F:18])[CH:17]=2)[CH:9]=[C:8]([CH3:19])[N:7]=1)=[O:5])C.[NH2:20][C:21]1[CH:26]=[CH:25][CH:24]=[CH:23][CH:22]=1. (4) Given the product [OH:11][B:9]1[C:8]2[CH:12]=[C:13]([O:17][C:18]3[CH:23]=[CH:22][CH:21]=[CH:20][N:19]=3)[CH:14]=[C:15]([CH3:16])[C:7]=2[CH:6]([CH2:5][C:4]([OH:24])=[O:3])[O:10]1, predict the reactants needed to synthesize it. The reactants are: C([O:3][C:4](=[O:24])[CH2:5][CH:6]1[O:10][B:9]([OH:11])[C:8]2[CH:12]=[C:13]([O:17][C:18]3[CH:23]=[CH:22][CH:21]=[CH:20][N:19]=3)[CH:14]=[C:15]([CH3:16])[C:7]1=2)C.[Li+].[OH-].Cl. (5) Given the product [Br:10][CH2:11][CH2:12][O:9][C:3]1[CH:4]=[CH:5][C:6]([CH3:8])=[CH:7][C:2]=1[Cl:1], predict the reactants needed to synthesize it. The reactants are: [Cl:1][C:2]1[CH:7]=[C:6]([CH3:8])[CH:5]=[CH:4][C:3]=1[OH:9].[Br:10][CH2:11][CH2:12]Br.C(=O)([O-])[O-].[Cs+].[Cs+].